Dataset: Forward reaction prediction with 1.9M reactions from USPTO patents (1976-2016). Task: Predict the product of the given reaction. (1) The product is: [CH:6]([C:9]1[NH:10][C:11]2[C:16]([C:17]=1[CH:22]=[O:23])=[CH:15][C:14]([O:18][CH3:19])=[CH:13][CH:12]=2)([CH3:8])[CH3:7]. Given the reactants P(Cl)(Cl)(Cl)=O.[CH:6]([C:9]1[NH:10][C:11]2[C:16]([CH:17]=1)=[CH:15][C:14]([O:18][CH3:19])=[CH:13][CH:12]=2)([CH3:8])[CH3:7].CN(C)[CH:22]=[O:23], predict the reaction product. (2) Given the reactants [CH3:1][O:2][C:3](=[O:15])[C:4]1[CH:9]=[CH:8][C:7]([CH:10]([OH:14])[CH:11]([CH3:13])[CH3:12])=[CH:6][CH:5]=1.N(C(N1CCCCC1)=O)=NC(N1CCCCC1)=O.C(P(CCCC)CCCC)CCC.[Br:47][C:48]1[C:53]([CH3:54])=[CH:52][C:51](O)=[CH:50][C:49]=1[CH3:56], predict the reaction product. The product is: [CH3:1][O:2][C:3](=[O:15])[C:4]1[CH:9]=[CH:8][C:7]([CH:10]([O:14][C:51]2[CH:52]=[C:53]([CH3:54])[C:48]([Br:47])=[C:49]([CH3:56])[CH:50]=2)[CH:11]([CH3:12])[CH3:13])=[CH:6][CH:5]=1.